Dataset: Catalyst prediction with 721,799 reactions and 888 catalyst types from USPTO. Task: Predict which catalyst facilitates the given reaction. (1) Reactant: [F:1][C:2]1[CH:7]=[CH:6][CH:5]=[CH:4][C:3]=1[CH:8]1[CH2:13][CH2:12][N:11]([C:14]2[CH:19]=[N:18][NH:17][C:16](=[O:20])[C:15]=2[C:21]([F:24])([F:23])[F:22])[CH2:10][CH2:9]1.[C:25](O[C:25]([O:27][C:28]([CH3:31])([CH3:30])[CH3:29])=[O:26])([O:27][C:28]([CH3:31])([CH3:30])[CH3:29])=[O:26].C(N(CC)CC)C. Product: [F:1][C:2]1[CH:7]=[CH:6][CH:5]=[CH:4][C:3]=1[CH:8]1[CH2:9][CH2:10][N:11]([C:14]2[CH:19]=[N:18][N:17]([C:25]([O:27][C:28]([CH3:31])([CH3:30])[CH3:29])=[O:26])[C:16](=[O:20])[C:15]=2[C:21]([F:24])([F:22])[F:23])[CH2:12][CH2:13]1. The catalyst class is: 2. (2) Reactant: C1(P(C2CCCCC2)C2C=CC=CC=2C2C(C(C)C)=CC(C(C)C)=CC=2C(C)C)CCCCC1.[CH3:35][O:36][C:37]1[CH:38]=[C:39]([C:43]2[CH:44]=[N:45][C:46]([N:50]3[CH2:55][CH2:54][O:53][CH2:52][CH2:51]3)=[CH:47][C:48]=2[NH2:49])[CH:40]=[N:41][CH:42]=1.Cl[C:57]1[C:66]2[C:61](=[C:62]([Cl:68])[CH:63]=[CH:64][C:65]=2[F:67])[N:60]=[C:59]([C:69]2[CH:74]=[CH:73][CH:72]=[CH:71][N:70]=2)[C:58]=1[CH3:75].CC(C)([O-])C.[Na+]. Product: [Cl:68][C:62]1[CH:63]=[CH:64][C:65]([F:67])=[C:66]2[C:61]=1[N:60]=[C:59]([C:69]1[CH:74]=[CH:73][CH:72]=[CH:71][N:70]=1)[C:58]([CH3:75])=[C:57]2[NH:49][C:48]1[CH:47]=[C:46]([N:50]2[CH2:55][CH2:54][O:53][CH2:52][CH2:51]2)[N:45]=[CH:44][C:43]=1[C:39]1[CH:40]=[N:41][CH:42]=[C:37]([O:36][CH3:35])[CH:38]=1. The catalyst class is: 101. (3) Reactant: Br[C:2]1[CH:3]=[C:4]([S:8]([NH:11][C:12]2[CH:21]=[CH:20][C:15]([C:16]([O:18][CH3:19])=[O:17])=[C:14]([OH:22])[CH:13]=2)(=[O:10])=[O:9])[CH:5]=[CH:6][CH:7]=1.CC1(C)C(C)(C)OB([C:31]2[CH:36]=[CH:35][CH:34]=[CH:33][C:32]=2[OH:37])O1.CCN(C(C)C)C(C)C.C(Cl)Cl.C(O)(C(F)(F)F)=O. Product: [OH:22][C:14]1[CH:13]=[C:12]([NH:11][S:8]([C:4]2[CH:3]=[C:2]([C:31]3[CH:36]=[CH:35][CH:34]=[CH:33][C:32]=3[OH:37])[CH:7]=[CH:6][CH:5]=2)(=[O:10])=[O:9])[CH:21]=[CH:20][C:15]=1[C:16]([O:18][CH3:19])=[O:17]. The catalyst class is: 75. (4) Reactant: [NH:1]1[C:9]2[C:4](=[CH:5][CH:6]=[C:7]([S:10]([N:13]3[CH2:18][CH2:17][N:16]([C:19]([CH:21]4[CH2:26][CH2:25][N:24]([C:27]5[CH:28]=[CH:29][C:30](=[O:34])[N:31]([CH3:33])[N:32]=5)[CH2:23][CH2:22]4)=[O:20])[CH2:15][CH2:14]3)(=[O:12])=[O:11])[CH:8]=2)[CH:3]=[CH:2]1.[Cl:35]N1C(=O)CCC1=O. Product: [Cl:35][C:3]1[C:4]2[C:9](=[CH:8][C:7]([S:10]([N:13]3[CH2:14][CH2:15][N:16]([C:19]([CH:21]4[CH2:26][CH2:25][N:24]([C:27]5[CH:28]=[CH:29][C:30](=[O:34])[N:31]([CH3:33])[N:32]=5)[CH2:23][CH2:22]4)=[O:20])[CH2:17][CH2:18]3)(=[O:12])=[O:11])=[CH:6][CH:5]=2)[NH:1][CH:2]=1. The catalyst class is: 9.